This data is from Peptide-MHC class I binding affinity with 185,985 pairs from IEDB/IMGT. The task is: Regression. Given a peptide amino acid sequence and an MHC pseudo amino acid sequence, predict their binding affinity value. This is MHC class I binding data. (1) The peptide sequence is RPVFARLPF. The MHC is HLA-B35:01 with pseudo-sequence HLA-B35:01. The binding affinity (normalized) is 0.623. (2) The peptide sequence is RLYDYFTRV. The MHC is H-2-Dd with pseudo-sequence H-2-Dd. The binding affinity (normalized) is 0. (3) The peptide sequence is YPVKYPNL. The MHC is H-2-Kb with pseudo-sequence H-2-Kb. The binding affinity (normalized) is 0.234. (4) The peptide sequence is QVFGTAYGV. The MHC is HLA-A68:02 with pseudo-sequence HLA-A68:02. The binding affinity (normalized) is 1.00. (5) The peptide sequence is RMYGISPWT. The MHC is HLA-A01:01 with pseudo-sequence HLA-A01:01. The binding affinity (normalized) is 0.0847. (6) The peptide sequence is ICLSGDGWPY. The MHC is HLA-A01:01 with pseudo-sequence HLA-A01:01. The binding affinity (normalized) is 0.191. (7) The peptide sequence is EIYKRWII. The MHC is HLA-B27:05 with pseudo-sequence HLA-B27:05. The binding affinity (normalized) is 0. (8) The peptide sequence is MQGKDFNHL. The MHC is HLA-A26:01 with pseudo-sequence HLA-A26:01. The binding affinity (normalized) is 0.0847.